Predict the reactants needed to synthesize the given product. From a dataset of Full USPTO retrosynthesis dataset with 1.9M reactions from patents (1976-2016). (1) Given the product [N:22]1([CH2:27][CH2:28][NH:29][C:30]([C:32]2[C:36]([CH3:37])=[C:35]([CH:38]=[C:15]3[C:14]4[C:18](=[CH:19][CH:20]=[C:12]([S:9](=[O:11])(=[O:10])[NH:8][C:4]5[CH:5]=[CH:6][CH:7]=[C:2]([Cl:1])[CH:3]=5)[CH:13]=4)[NH:17][C:16]3=[O:21])[NH:34][C:33]=2[CH3:40])=[O:31])[CH2:26][CH2:25][CH2:24][CH2:23]1, predict the reactants needed to synthesize it. The reactants are: [Cl:1][C:2]1[CH:3]=[C:4]([NH:8][S:9]([C:12]2[CH:13]=[C:14]3[C:18](=[CH:19][CH:20]=2)[NH:17][C:16](=[O:21])[CH2:15]3)(=[O:11])=[O:10])[CH:5]=[CH:6][CH:7]=1.[N:22]1([CH2:27][CH2:28][NH:29][C:30]([C:32]2[C:36]([CH3:37])=[C:35]([CH:38]=O)[NH:34][C:33]=2[CH3:40])=[O:31])[CH2:26][CH2:25][CH2:24][CH2:23]1. (2) Given the product [CH3:1][NH:8][C@H:9]1[CH2:18][CH2:17][C:16]2[C:11](=[CH:12][CH:13]=[CH:14][C:15]=2[C:19]2[C:20]([CH3:26])=[N:21][N:22]([CH3:25])[C:23]=2[CH3:24])[CH2:10]1, predict the reactants needed to synthesize it. The reactants are: [CH2:1]([N:8](C)[C@H:9]1[CH2:18][CH2:17][C:16]2[C:11](=[CH:12][CH:13]=[CH:14][C:15]=2[C:19]2[C:20]([CH3:26])=[N:21][N:22]([CH3:25])[C:23]=2[CH3:24])[CH2:10]1)C1C=CC=CC=1.CO. (3) The reactants are: [F:1][C:2]1[CH:3]=[C:4]([N:9]2[CH2:13][C@H:12]([C:14](OC)=[O:15])[O:11][C:10]2=[O:18])[CH:5]=[CH:6][C:7]=1[I:8].[OH-].[NH4+:20]. Given the product [F:1][C:2]1[CH:3]=[C:4]([N:9]2[CH2:13][C@H:12]([C:14]([NH2:20])=[O:15])[O:11][C:10]2=[O:18])[CH:5]=[CH:6][C:7]=1[I:8], predict the reactants needed to synthesize it. (4) Given the product [Cl:29][C:30]1[C:31]([CH2:44][O:45][C:46]2[CH:51]=[CH:50][C:49]([O:52][C:53]([F:56])([F:54])[F:55])=[C:48]([Cl:57])[CH:47]=2)=[CH:32][C:33]([F:43])=[C:34]([CH:42]=1)[C:35]([OH:37])=[O:36], predict the reactants needed to synthesize it. The reactants are: ClC1C(OC2C=CC(OC(F)(F)F)=C(Cl)C=2)=CC(F)=C(C=1)C(OC(C)(C)C)=O.[Cl:29][C:30]1[C:31]([CH2:44][O:45][C:46]2[CH:51]=[CH:50][C:49]([O:52][C:53]([F:56])([F:55])[F:54])=[C:48]([Cl:57])[CH:47]=2)=[CH:32][C:33]([F:43])=[C:34]([CH:42]=1)[C:35]([O:37]C(C)(C)C)=[O:36].